Dataset: Catalyst prediction with 721,799 reactions and 888 catalyst types from USPTO. Task: Predict which catalyst facilitates the given reaction. (1) Reactant: [Br:1][C:2]1[N:3]=[C:4]([NH:10][C:11]2[CH:16]=[CH:15][C:14]([CH2:17][OH:18])=[CH:13][CH:12]=2)[C:5](=[O:9])[N:6]([CH3:8])[CH:7]=1.II.CC1(C)N([O])C(C)(C)CCC1.C(=O)(O)[O-].[Na+]. Product: [Br:1][C:2]1[N:3]=[C:4]([NH:10][C:11]2[CH:16]=[CH:15][C:14]([CH:17]=[O:18])=[CH:13][CH:12]=2)[C:5](=[O:9])[N:6]([CH3:8])[CH:7]=1. The catalyst class is: 2. (2) Reactant: C([O:3][C:4]([C:6]1[S:10][C:9]([NH:11][C:12](=[O:26])[C:13]([NH:16][C:17](=[O:25])[C:18]2[CH:23]=[CH:22][C:21]([F:24])=[CH:20][CH:19]=2)([CH3:15])[CH3:14])=[N:8][C:7]=1[C:27]1[CH:32]=[CH:31][CH:30]=[CH:29][CH:28]=1)=[O:5])C.[OH-].[K+]. Product: [F:24][C:21]1[CH:20]=[CH:19][C:18]([C:17]([NH:16][C:13]([CH3:14])([CH3:15])[C:12]([NH:11][C:9]2[S:10][C:6]([C:4]([OH:5])=[O:3])=[C:7]([C:27]3[CH:32]=[CH:31][CH:30]=[CH:29][CH:28]=3)[N:8]=2)=[O:26])=[O:25])=[CH:23][CH:22]=1. The catalyst class is: 219.